The task is: Predict which catalyst facilitates the given reaction.. This data is from Catalyst prediction with 721,799 reactions and 888 catalyst types from USPTO. Reactant: [OH:1][C:2]1[CH:10]=[C:6]([C:7](O)=[O:8])[C:5]([NH2:11])=[CH:4][CH:3]=1.C([O-])([O-])OC.C([O-])(=O)C.[NH4+:21].[CH3:22]O. Product: [OH:1][C:2]1[CH:10]=[C:6]2[C:5](=[CH:4][CH:3]=1)[N:11]=[CH:22][NH:21][C:7]2=[O:8]. The catalyst class is: 6.